This data is from Reaction yield outcomes from USPTO patents with 853,638 reactions. The task is: Predict the reaction yield, written as a fraction of the theoretical maximum amount of product (1.0 means a 100% yield; for example, 0.34 means a 34% yield). (1) The reactants are [CH2:1]([S:3]([N:6]1[CH2:11][CH2:10][CH:9]([C:12]2[C:20]3[C:15](=[C:16]([C:29]([NH2:31])=[O:30])[CH:17]=[C:18]([C:21]4[CH:26]=[CH:25][CH:24]=[C:23]([CH:27]=O)[CH:22]=4)[CH:19]=3)[NH:14][CH:13]=2)[CH2:8][CH2:7]1)(=[O:5])=[O:4])[CH3:2].[CH3:32][NH:33][CH2:34][CH2:35][S:36]([CH3:39])(=[O:38])=[O:37].[BH-](OC(C)=O)(OC(C)=O)OC(C)=O.[Na+]. No catalyst specified. The product is [CH2:1]([S:3]([N:6]1[CH2:11][CH2:10][CH:9]([C:12]2[C:20]3[C:15](=[C:16]([C:29]([NH2:31])=[O:30])[CH:17]=[C:18]([C:21]4[CH:26]=[CH:25][CH:24]=[C:23]([CH2:27][N:33]([CH3:32])[CH2:34][CH2:35][S:36]([CH3:39])(=[O:38])=[O:37])[CH:22]=4)[CH:19]=3)[NH:14][CH:13]=2)[CH2:8][CH2:7]1)(=[O:4])=[O:5])[CH3:2]. The yield is 0.280. (2) The reactants are [CH2:1]([O:3][C:4]([CH2:6][CH2:7]P(C1C=CC=CC=1)(C1C=CC=CC=1)C1C=CC=CC=1)=[O:5])[CH3:2].[CH3:27][C:28]1[CH:29]=[C:30]([CH:33]=[C:34]([CH3:37])[C:35]=1[F:36])[CH:31]=O. The catalyst is C1COCC1. The product is [F:36][C:35]1[C:28]([CH3:27])=[CH:29][C:30]([CH:31]=[C:6]([CH3:7])[C:4]([O:3][CH2:1][CH3:2])=[O:5])=[CH:33][C:34]=1[CH3:37]. The yield is 0.860. (3) The reactants are N[C:2]1[CH:14]=[CH:13][C:12]2[C:11]3[C:6](=[CH:7][CH:8]=[CH:9][CH:10]=3)[CH2:5][C:4]=2[CH:3]=1.[BH3-][C:16]#[N:17].[Na+].[OH-].[Na+].[CH3:21]C(O)=O. No catalyst specified. The product is [CH3:21][N:17]([CH3:16])[C:2]1[CH:14]=[CH:13][C:12]2[C:11]3[C:6](=[CH:7][CH:8]=[CH:9][CH:10]=3)[CH2:5][C:4]=2[CH:3]=1. The yield is 0.940. (4) The reactants are [NH2:1][C:2]1[CH:3]=[C:4]2[C:9](=[CH:10][CH:11]=1)[N:8]=[CH:7][C:6]([C:12]#[N:13])=[C:5]2[NH:14][C:15]1[CH:20]=[CH:19][C:18]([F:21])=[C:17]([Cl:22])[CH:16]=1.[CH3:23][N:24]1[CH:28]=[CH:27][N:26]=[C:25]1[CH:29]=O.[BH3-]C#N.[Na+]. The catalyst is CCO. The product is [Cl:22][C:17]1[CH:16]=[C:15]([NH:14][C:5]2[C:4]3[C:9](=[CH:10][CH:11]=[C:2]([NH:1][CH2:29][C:25]4[N:24]([CH3:23])[CH:28]=[CH:27][N:26]=4)[CH:3]=3)[N:8]=[CH:7][C:6]=2[C:12]#[N:13])[CH:20]=[CH:19][C:18]=1[F:21]. The yield is 0.190. (5) The reactants are Cl[C:2]1[C:7]([CH2:8][CH2:9][OH:10])=[C:6]([Cl:11])[N:5]=[CH:4][N:3]=1.CCO.[CH3:15][O:16][C:17]1[CH:24]=[CH:23][C:20]([CH2:21][NH2:22])=[CH:19][CH:18]=1. No catalyst specified. The product is [Cl:11][C:6]1[C:7]([CH2:8][CH2:9][OH:10])=[C:2]([NH:22][CH2:21][C:20]2[CH:23]=[CH:24][C:17]([O:16][CH3:15])=[CH:18][CH:19]=2)[N:3]=[CH:4][N:5]=1. The yield is 0.730. (6) The reactants are [CH2:1]([O:4][C:5]1[CH:30]=[C:29]([C:31]2S[C:33]3[CH2:39][CH2:38][CH2:37][CH2:36][C:34]=3[N:35]=2)[CH:28]=[CH:27][C:6]=1[O:7][CH2:8][CH2:9][CH2:10][O:11][C:12]1[CH:13]=[C:14]2[C:18](=[CH:19][CH:20]=1)[C@H:17]([CH2:21][C:22]([O:24]CC)=[O:23])[CH2:16][CH2:15]2)[CH2:2][CH3:3].[OH-:40].[Li+]. The catalyst is C1COCC1.O.CO. The product is [CH2:1]([O:4][C:5]1[CH:30]=[C:29]([C:31]2[O:40][C:33]3[CH2:39][CH2:38][CH2:37][CH2:36][C:34]=3[N:35]=2)[CH:28]=[CH:27][C:6]=1[O:7][CH2:8][CH2:9][CH2:10][O:11][C:12]1[CH:13]=[C:14]2[C:18](=[CH:19][CH:20]=1)[C@H:17]([CH2:21][C:22]([OH:24])=[O:23])[CH2:16][CH2:15]2)[CH2:2][CH3:3]. The yield is 0.520. (7) The reactants are [Cl:1][C:2]1[CH:3]=[C:4]([C:8](=[O:11])[CH2:9][CH3:10])[CH:5]=[CH:6][CH:7]=1.[Br:12]Br. The catalyst is C(#N)C.C(OCC)(=O)C. The product is [Cl:1][C:2]1[CH:3]=[C:4]([C:8](=[O:11])[CH:9]([Br:12])[CH3:10])[CH:5]=[CH:6][CH:7]=1. The yield is 0.980. (8) The reactants are [Cl-].O[NH3+:3].[C:4](=[O:7])([O-])[OH:5].[Na+].CS(C)=O.[CH2:13]([N:20]1[C:25](=[O:26])[C:24]([CH2:27][C:28]2[CH:33]=[CH:32][C:31]([C:34]3[C:35]([C:40]#[N:41])=[CH:36][CH:37]=[CH:38][CH:39]=3)=[CH:30][CH:29]=2)=[C:23]([CH2:42][CH2:43][CH2:44][CH3:45])[N:22]=[C:21]1[CH2:46][F:47])[C:14]1[CH:19]=[CH:18][CH:17]=[CH:16][CH:15]=1. The catalyst is C(OCC)(=O)C. The product is [CH2:13]([N:20]1[C:25](=[O:26])[C:24]([CH2:27][C:28]2[CH:33]=[CH:32][C:31]([C:34]3[CH:39]=[CH:38][CH:37]=[CH:36][C:35]=3[C:40]3[NH:3][C:4](=[O:7])[O:5][N:41]=3)=[CH:30][CH:29]=2)=[C:23]([CH2:42][CH2:43][CH2:44][CH3:45])[N:22]=[C:21]1[CH2:46][F:47])[C:14]1[CH:15]=[CH:16][CH:17]=[CH:18][CH:19]=1. The yield is 0.420.